From a dataset of Peptide-MHC class I binding affinity with 185,985 pairs from IEDB/IMGT. Regression. Given a peptide amino acid sequence and an MHC pseudo amino acid sequence, predict their binding affinity value. This is MHC class I binding data. (1) The peptide sequence is TMEAMRIMGI. The MHC is HLA-A02:01 with pseudo-sequence HLA-A02:01. The binding affinity (normalized) is 0.555. (2) The peptide sequence is VGNVCVKF. The binding affinity (normalized) is 0.692. The MHC is Mamu-B52 with pseudo-sequence Mamu-B52. (3) The peptide sequence is LRKRLRLIHLL. The MHC is Mamu-A07 with pseudo-sequence Mamu-A07. The binding affinity (normalized) is 0.0252. (4) The MHC is HLA-A80:01 with pseudo-sequence HLA-A80:01. The peptide sequence is EASTWLDIF. The binding affinity (normalized) is 0.0847. (5) The peptide sequence is LPFPFLYKFLL. The binding affinity (normalized) is 0.366. The MHC is HLA-A33:01 with pseudo-sequence HLA-A33:01. (6) The peptide sequence is GRNLLTALGM. The MHC is Mamu-B08 with pseudo-sequence Mamu-B08. The binding affinity (normalized) is 0.658.